Dataset: Forward reaction prediction with 1.9M reactions from USPTO patents (1976-2016). Task: Predict the product of the given reaction. (1) Given the reactants [Cl:1][C:2]1[CH:7]=[CH:6][C:5]([C:8](O)([C:27]2[N:28]([CH3:32])[CH:29]=[N:30][CH:31]=2)[C:9]2[CH:10]=[C:11]3[C:16](=[CH:17][CH:18]=2)[N:15]([CH3:19])[C:14](=[O:20])[CH:13]=[C:12]3[C:21]2[S:22][C:23]([CH3:26])=[CH:24][CH:25]=2)=[CH:4][CH:3]=1.S(Cl)(Cl)=O.CO.C(Cl)(Cl)Cl.[NH4+:44].[OH-], predict the reaction product. The product is: [NH2:44][C:8]([C:5]1[CH:6]=[CH:7][C:2]([Cl:1])=[CH:3][CH:4]=1)([C:27]1[N:28]([CH3:32])[CH:29]=[N:30][CH:31]=1)[C:9]1[CH:10]=[C:11]2[C:16](=[CH:17][CH:18]=1)[N:15]([CH3:19])[C:14](=[O:20])[CH:13]=[C:12]2[C:21]1[S:22][C:23]([CH3:26])=[CH:24][CH:25]=1. (2) Given the reactants Br[C:2]1[CH:25]=[CH:24][C:5]2[C:6]3[N:7]=[C:8]([C:14]4[N:15]([CH2:19][C:20]([F:23])([F:22])[F:21])[N:16]=[CH:17][N:18]=4)[S:9][C:10]=3[CH2:11][CH2:12][O:13][C:4]=2[CH:3]=1.C([O:28][C:29](=[O:47])[C:30]([CH3:46])([N:32]1[CH:36]=[C:35](B2OC(C)(C)C(C)(C)O2)[CH:34]=[N:33]1)[CH3:31])C, predict the reaction product. The product is: [CH3:46][C:30]([N:32]1[CH:36]=[C:35]([C:2]2[CH:25]=[CH:24][C:5]3[C:6]4[N:7]=[C:8]([C:14]5[N:15]([CH2:19][C:20]([F:22])([F:23])[F:21])[N:16]=[CH:17][N:18]=5)[S:9][C:10]=4[CH2:11][CH2:12][O:13][C:4]=3[CH:3]=2)[CH:34]=[N:33]1)([CH3:31])[C:29]([OH:47])=[O:28]. (3) Given the reactants [N+:1]([C:4]1[CH:5]=[C:6]([CH:10]=[CH:11][C:12]2[N:13]=[CH:14][N:15](C(C3C=CC=CC=3)(C3C=CC=CC=3)C3C=CC=CC=3)[CH:16]=2)[CH:7]=[CH:8][CH:9]=1)([O-:3])=[O:2].Cl, predict the reaction product. The product is: [N+:1]([C:4]1[CH:5]=[C:6]([CH:10]=[CH:11][C:12]2[N:13]=[CH:14][NH:15][CH:16]=2)[CH:7]=[CH:8][CH:9]=1)([O-:3])=[O:2].